The task is: Binary Classification. Given a drug SMILES string, predict its activity (active/inactive) in a high-throughput screening assay against a specified biological target.. This data is from HIV replication inhibition screening data with 41,000+ compounds from the AIDS Antiviral Screen. (1) The molecule is c1ccc2c(c1)NC1CCN2C1. The result is 0 (inactive). (2) The drug is CN(C)CC1(C)Cc2cc(Cl)sc2C1=O. The result is 0 (inactive). (3) The result is 0 (inactive). The compound is COC(=O)c1cc2nc(NC(C)=O)sc2n1C. (4) The molecule is Clc1nc(Cl)nc(-c2cccn2-c2ccccc2)n1. The result is 0 (inactive). (5) The result is 0 (inactive). The compound is O=C(CC(=O)N1N=C(N(c2ccccc2)c2ccccc2)CC1c1ccccc1)Nc1ccccc1.